From a dataset of Forward reaction prediction with 1.9M reactions from USPTO patents (1976-2016). Predict the product of the given reaction. (1) Given the reactants [CH3:1][C:2](=[O:7])[CH2:3][C:4](=[O:6])[CH3:5].[C:8]1([CH2:14][CH2:15][CH2:16]I)[CH:13]=[CH:12][CH:11]=[CH:10][CH:9]=1.C(=O)([O-])[O-].[K+].[K+], predict the reaction product. The product is: [C:8]1([CH2:14][CH2:15][CH2:16][CH:3]([C:2](=[O:7])[CH3:1])[C:4](=[O:6])[CH3:5])[CH:13]=[CH:12][CH:11]=[CH:10][CH:9]=1. (2) Given the reactants [C:1]([O:5][C:6]([N:8]1[CH2:13][CH2:12][CH2:11][CH:10]([CH2:14][NH2:15])[CH2:9]1)=[O:7])([CH3:4])([CH3:3])[CH3:2].[Cl:16][CH2:17][C:18](Cl)=[O:19].C(N(C(C)C)CC)(C)C, predict the reaction product. The product is: [C:1]([O:5][C:6]([N:8]1[CH2:13][CH2:12][CH2:11][CH:10]([CH2:14][NH:15][C:18](=[O:19])[CH2:17][Cl:16])[CH2:9]1)=[O:7])([CH3:4])([CH3:3])[CH3:2]. (3) Given the reactants [C:1]([NH:4][C@H:5]([C:10]([OH:12])=[O:11])[C:6]([SH:9])([CH3:8])[CH3:7])(=[O:3])[CH3:2].[CH3:13]CN(C(C)C)C(C)C.[F:22][C:23]([F:28])([F:27])[C:24]([OH:26])=[O:25].BrC[C:31]([NH:33][C:34]1[CH:39]=[CH:38][CH:37]=[C:36]([CH3:40])[C:35]=1[C:41]1[CH:46]=[CH:45][CH:44]=[C:43]([S:47]([C:50]2[CH:54]=[C:53]([C:55](=[NH:57])[NH2:56])[S:52][C:51]=2[S:58][CH3:59])(=[O:49])=[O:48])[CH:42]=1)=[O:32], predict the reaction product. The product is: [F:22][C:23]([F:28])([F:27])[C:24]([OH:26])=[O:25].[C:1]([NH:4][CH:5]([C:6]([SH:9]([C:31](=[O:32])[NH:33][C:34]1[CH:39]=[CH:38][CH:37]=[C:36]([CH3:40])[C:35]=1[C:41]1[CH:46]=[CH:45][CH:44]=[C:43]([S:47]([C:50]2[CH:54]=[C:53]([C:55](=[NH:56])[NH2:57])[S:52][C:51]=2[S:58][CH3:59])(=[O:49])=[O:48])[CH:42]=1)[CH3:13])([CH3:7])[CH3:8])[C:10]([OH:12])=[O:11])(=[O:3])[CH3:2]. (4) Given the reactants C1(P(C2C=CC=CC=2)C2C=CC=CC=2)C=CC=CC=1.[I:20]I.[C:22]([C:26]1[CH:27]=[C:28]([C:37]2[O:38][CH:39]=[C:40]([CH2:42][CH2:43]O)[N:41]=2)[CH:29]=[C:30]([C:33]([CH3:36])([CH3:35])[CH3:34])[C:31]=1[OH:32])([CH3:25])([CH3:24])[CH3:23].N1C=CN=C1, predict the reaction product. The product is: [C:22]([C:26]1[CH:27]=[C:28]([C:37]2[O:38][CH:39]=[C:40]([CH2:42][CH2:43][I:20])[N:41]=2)[CH:29]=[C:30]([C:33]([CH3:36])([CH3:35])[CH3:34])[C:31]=1[OH:32])([CH3:25])([CH3:24])[CH3:23].